Dataset: Forward reaction prediction with 1.9M reactions from USPTO patents (1976-2016). Task: Predict the product of the given reaction. Given the reactants O[CH:2]1[C:12]2[C:7](=[N:8][CH:9]=[C:10]([C:13]3[CH:18]=[CH:17][CH:16]=[CH:15][CH:14]=3)[CH:11]=2)[CH:6]=[CH:5][C:4]2[CH:19]=[CH:20][C:21]([NH:23][S:24]([CH3:27])(=[O:26])=[O:25])=[CH:22][C:3]1=2.O=S(Cl)Cl.[NH:32]1[CH2:36][CH2:35][CH2:34][CH2:33]1, predict the reaction product. The product is: [C:13]1([C:10]2[CH:11]=[C:12]3[CH:2]([N:32]4[CH2:36][CH2:35][CH2:34][CH2:33]4)[C:3]4[CH:22]=[C:21]([NH:23][S:24]([CH3:27])(=[O:25])=[O:26])[CH:20]=[CH:19][C:4]=4[CH:5]=[CH:6][C:7]3=[N:8][CH:9]=2)[CH:14]=[CH:15][CH:16]=[CH:17][CH:18]=1.